This data is from HIV replication inhibition screening data with 41,000+ compounds from the AIDS Antiviral Screen. The task is: Binary Classification. Given a drug SMILES string, predict its activity (active/inactive) in a high-throughput screening assay against a specified biological target. The drug is OC1C(=Cc2ccccc2)CNCC1=Cc1ccccc1. The result is 0 (inactive).